Dataset: HIV replication inhibition screening data with 41,000+ compounds from the AIDS Antiviral Screen. Task: Binary Classification. Given a drug SMILES string, predict its activity (active/inactive) in a high-throughput screening assay against a specified biological target. The result is 0 (inactive). The compound is CC(C)=NNC(=O)CC(=O)N(C(=O)c1ccccc1Cl)c1ccc(C)cc1.